Dataset: Peptide-MHC class I binding affinity with 185,985 pairs from IEDB/IMGT. Task: Regression. Given a peptide amino acid sequence and an MHC pseudo amino acid sequence, predict their binding affinity value. This is MHC class I binding data. (1) The peptide sequence is VTKVNNYDDT. The MHC is HLA-A02:01 with pseudo-sequence HLA-A02:01. The binding affinity (normalized) is 0. (2) The peptide sequence is YTSGKRSNT. The MHC is HLA-B07:02 with pseudo-sequence HLA-B07:02. The binding affinity (normalized) is 0.198. (3) The peptide sequence is QPAGGKAEF. The MHC is HLA-A24:03 with pseudo-sequence HLA-A24:03. The binding affinity (normalized) is 0.0847. (4) The peptide sequence is DTMSIYIAV. The MHC is HLA-A02:03 with pseudo-sequence HLA-A02:03. The binding affinity (normalized) is 0.265. (5) The peptide sequence is VPHVIEEVM. The MHC is HLA-A02:03 with pseudo-sequence HLA-A02:03. The binding affinity (normalized) is 0.0847. (6) The peptide sequence is AKIALAVYK. The MHC is HLA-A03:01 with pseudo-sequence HLA-A03:01. The binding affinity (normalized) is 0.0847. (7) The peptide sequence is ATRAVMMGL. The binding affinity (normalized) is 0.493. The MHC is HLA-A02:06 with pseudo-sequence HLA-A02:06. (8) The peptide sequence is VYSVFYLYL. The MHC is HLA-A23:01 with pseudo-sequence HLA-A23:01. The binding affinity (normalized) is 0. (9) The peptide sequence is YTVGYPNL. The MHC is H-2-Db with pseudo-sequence H-2-Db. The binding affinity (normalized) is 0.